From a dataset of Full USPTO retrosynthesis dataset with 1.9M reactions from patents (1976-2016). Predict the reactants needed to synthesize the given product. (1) Given the product [CH3:5][O:4][C:1]([NH:7][C:10]1[CH:15]=[C:14]([NH:16][C:1]([O:4][CH3:5])=[O:6])[CH:13]=[CH:12][C:11]=1[CH3:19])=[O:6], predict the reactants needed to synthesize it. The reactants are: [C:1](=[O:6])([O:4][CH3:5])OC.[N+:7]([C:10]1[CH:15]=[C:14]([N+:16]([O-])=O)[CH:13]=[CH:12][C:11]=1[CH3:19])([O-])=O. (2) Given the product [CH3:1][C:2]1([CH3:24])[O:6][C@H:5]([CH2:7][N:8]2[CH:12]=[CH:11][C:10]([NH2:13])=[N:9]2)[CH2:4][O:3]1, predict the reactants needed to synthesize it. The reactants are: [CH3:1][C:2]1([CH3:24])[O:6][C@H:5]([CH2:7][N:8]2[CH:12]=[CH:11][C:10]([N:13]3C(=O)C4C(=CC=CC=4)C3=O)=[N:9]2)[CH2:4][O:3]1.CN.CCCCCCC. (3) Given the product [C:16]([O:20][C:21]([N:23]1[CH2:28][CH2:27][CH:26]([CH2:29][S:9][CH2:8][CH2:7][C:4]2[CH:5]=[CH:6][N:1]=[CH:2][CH:3]=2)[CH2:25][CH2:24]1)=[O:22])([CH3:19])([CH3:17])[CH3:18], predict the reactants needed to synthesize it. The reactants are: [N:1]1[CH:6]=[CH:5][C:4]([CH2:7][CH2:8][SH:9])=[CH:3][CH:2]=1.CC([O-])(C)C.[K+].[C:16]([O:20][C:21]([N:23]1[CH2:28][CH2:27][CH:26]([CH2:29]OS(C)(=O)=O)[CH2:25][CH2:24]1)=[O:22])([CH3:19])([CH3:18])[CH3:17]. (4) Given the product [CH:46]12[CH2:45][CH:50]([CH2:51]1)[CH2:49][CH:48]2[CH2:39][C:38]([NH:1][N:2]1[C:11](=[O:12])[C:10]2[C:5](=[CH:6][CH:7]=[CH:8][CH:9]=2)[N:4]=[C:3]1[CH:13]([CH3:15])[CH3:14])=[O:37], predict the reactants needed to synthesize it. The reactants are: [NH2:1][N:2]1[C:11](=[O:12])[C:10]2[C:5](=[CH:6][CH:7]=[CH:8][CH:9]=2)[N:4]=[C:3]1[CH:13]([CH3:15])[CH3:14].CCCP1(OP(CCC)(=O)OP(CCC)(=O)O1)=O.C([O:37][CH2:38][CH3:39])(=O)C.C(N([CH2:45][CH3:46])CC)C.O1[CH2:51][CH2:50][CH2:49][CH2:48]1. (5) Given the product [NH2:21][C:10]1[S:11][CH2:12][C@@H:13]2[C@@H:14]([C:17]([F:19])([F:20])[F:18])[O:15][CH2:16][C@:8]2([C:6]2[CH:7]=[C:2]([NH:1][C:37]([C:34]3[CH:33]=[N:32][C:31]([CH3:30])=[CH:36][N:35]=3)=[O:38])[CH:3]=[CH:4][C:5]=2[F:29])[N:9]=1, predict the reactants needed to synthesize it. The reactants are: [NH2:1][C:2]1[CH:3]=[CH:4][C:5]([F:29])=[C:6]([C@:8]23[CH2:16][O:15][C@H:14]([C:17]([F:20])([F:19])[F:18])[C@H:13]2[CH2:12][S:11][C:10]([NH:21]C(=O)OC(C)(C)C)=[N:9]3)[CH:7]=1.[CH3:30][C:31]1[N:32]=[CH:33][C:34]([C:37](O)=[O:38])=[N:35][CH:36]=1. (6) Given the product [ClH:1].[Cl:1][C:2]1[CH:7]=[C:6]([NH2:8])[CH:5]=[CH:4][C:3]=1[O:11][CH2:14][C:15]1[N:16]=[CH:17][S:18][CH:19]=1, predict the reactants needed to synthesize it. The reactants are: [Cl:1][C:2]1[CH:7]=[C:6]([N+:8]([O-])=O)[CH:5]=[CH:4][C:3]=1[OH:11].Cl.Cl[CH2:14][C:15]1[N:16]=[CH:17][S:18][CH:19]=1.C(=O)([O-])[O-].[K+].[K+].[I-].[Na+].